From a dataset of Protein-peptide binding for MDM2, ACE2, and 12ca5 with 34 validated binders. Binary Classification. Given protein and peptide amino acid sequences, predict whether they interact or not. (1) The protein target is MDM2 with sequence MCNTNMSVPTDGAVTTSQIPASEQETLVRPKPLLLKLLKSVGAQKDTYTMKEVLFYLGQYIMTKRLYDEKQQHIVYCSNDLLGDLFGVPSFSVKEHRKIYTMIYRNLVVVNQQESSDSGTSVSENRCHLEGGSDQKDLVQELQEEKPSSSHLVSRPSTSSRRRAISETEENSDELSGERQRKRHKSDSISLSFDESLALCVIREICCERSSSSESTGTPSNPDLDAGVSEHSGDWLDQDSVSDQFSVEFEVESLDSEDYSLSEEGQELSDEDDEVYQVTVYQAGESDTDSFEEDPEISLADYWKCTSCNEMNPPLPSHCNRCWALRENWLPEDKGKDKGEISEKAKLENSTQAEEGFDVPDCKKTIVNDSRESCVEENDDKITQASQSQESEDYSQPSTSSSIIYSSQEDVKEFEREETQDKEESVESSLPLNAIEPCVICQGRPKNGCIVHGKTGHLMACFTCAKKLKKRNKPCPVCRQPIQMIVLTYFP. The peptide is TAFAEYWNALAAK. (2) The protein target is MDM2 with sequence MCNTNMSVPTDGAVTTSQIPASEQETLVRPKPLLLKLLKSVGAQKDTYTMKEVLFYLGQYIMTKRLYDEKQQHIVYCSNDLLGDLFGVPSFSVKEHRKIYTMIYRNLVVVNQQESSDSGTSVSENRCHLEGGSDQKDLVQELQEEKPSSSHLVSRPSTSSRRRAISETEENSDELSGERQRKRHKSDSISLSFDESLALCVIREICCERSSSSESTGTPSNPDLDAGVSEHSGDWLDQDSVSDQFSVEFEVESLDSEDYSLSEEGQELSDEDDEVYQVTVYQAGESDTDSFEEDPEISLADYWKCTSCNEMNPPLPSHCNRCWALRENWLPEDKGKDKGEISEKAKLENSTQAEEGFDVPDCKKTIVNDSRESCVEENDDKITQASQSQESEDYSQPSTSSSIIYSSQEDVKEFEREETQDKEESVESSLPLNAIEPCVICQGRPKNGCIVHGKTGHLMACFTCAKKLKKRNKPCPVCRQPIQMIVLTYFP. The peptide is TSFAEYWALLSP. The binding affinity (KD) is 0.800 nM. (3) The protein target is MDM2 with sequence MCNTNMSVPTDGAVTTSQIPASEQETLVRPKPLLLKLLKSVGAQKDTYTMKEVLFYLGQYIMTKRLYDEKQQHIVYCSNDLLGDLFGVPSFSVKEHRKIYTMIYRNLVVVNQQESSDSGTSVSENRCHLEGGSDQKDLVQELQEEKPSSSHLVSRPSTSSRRRAISETEENSDELSGERQRKRHKSDSISLSFDESLALCVIREICCERSSSSESTGTPSNPDLDAGVSEHSGDWLDQDSVSDQFSVEFEVESLDSEDYSLSEEGQELSDEDDEVYQVTVYQAGESDTDSFEEDPEISLADYWKCTSCNEMNPPLPSHCNRCWALRENWLPEDKGKDKGEISEKAKLENSTQAEEGFDVPDCKKTIVNDSRESCVEENDDKITQASQSQESEDYSQPSTSSSIIYSSQEDVKEFEREETQDKEESVESSLPLNAIEPCVICQGRPKNGCIVHGKTGHLMACFTCAKKLKKRNKPCPVCRQPIQMIVLTYFP. The peptide is ASFAAAWAALSAK. (4) The protein target is MDM2 with sequence MCNTNMSVPTDGAVTTSQIPASEQETLVRPKPLLLKLLKSVGAQKDTYTMKEVLFYLGQYIMTKRLYDEKQQHIVYCSNDLLGDLFGVPSFSVKEHRKIYTMIYRNLVVVNQQESSDSGTSVSENRCHLEGGSDQKDLVQELQEEKPSSSHLVSRPSTSSRRRAISETEENSDELSGERQRKRHKSDSISLSFDESLALCVIREICCERSSSSESTGTPSNPDLDAGVSEHSGDWLDQDSVSDQFSVEFEVESLDSEDYSLSEEGQELSDEDDEVYQVTVYQAGESDTDSFEEDPEISLADYWKCTSCNEMNPPLPSHCNRCWALRENWLPEDKGKDKGEISEKAKLENSTQAEEGFDVPDCKKTIVNDSRESCVEENDDKITQASQSQESEDYSQPSTSSSIIYSSQEDVKEFEREETQDKEESVESSLPLNAIEPCVICQGRPKNGCIVHGKTGHLMACFTCAKKLKKRNKPCPVCRQPIQMIVLTYFP. The peptide is TAFAEYWAALSAK. (5) The protein target is ACE2 with sequence MSSSSWLLLSLVAVTAAQSTIEEQAKTFLDKFNHEAEDLFYQSSLASWNYNTNITEENVQNMNNAGDKWSAFLKEQSTLAQMYPLQEIQNLTVKLQLQALQQNGSSVLSEDKSKRLNTILNTMSTIYSTGKVCNPDNPQECLLLEPGLNEIMANSLDYNERLWAWESWRSEVGKQLRPLYEEYVVLKNEMARANHYEDYGDYWRGDYEVNGVDGYDYSRGQLIEDVEHTFEEIKPLYEHLHAYVRAKLMNAYPSYISPIGCLPAHLLGDMWGRFWTNLYSLTVPFGQKPNIDVTDAMVDQAWDAQRIFKEAEKFFVSVGLPNMTQGFWENSMLTDPGNVQKAVCHPTAWDLGKGDFRILMCTKVTMDDFLTAHHEMGHIQYDMAYAAQPFLLRNGANEGFHEAVGEIMSLSAATPKHLKSIGLLSPDFQEDNETEINFLLKQALTIVGTLPFTYMLEKWRWMVFKGEIPKDQWMKKWWEMKREIVGVVEPVPHDETYCDP.... The peptide is LVKGDQYGWVWGK. (6) The protein target is MDM2 with sequence MCNTNMSVPTDGAVTTSQIPASEQETLVRPKPLLLKLLKSVGAQKDTYTMKEVLFYLGQYIMTKRLYDEKQQHIVYCSNDLLGDLFGVPSFSVKEHRKIYTMIYRNLVVVNQQESSDSGTSVSENRCHLEGGSDQKDLVQELQEEKPSSSHLVSRPSTSSRRRAISETEENSDELSGERQRKRHKSDSISLSFDESLALCVIREICCERSSSSESTGTPSNPDLDAGVSEHSGDWLDQDSVSDQFSVEFEVESLDSEDYSLSEEGQELSDEDDEVYQVTVYQAGESDTDSFEEDPEISLADYWKCTSCNEMNPPLPSHCNRCWALRENWLPEDKGKDKGEISEKAKLENSTQAEEGFDVPDCKKTIVNDSRESCVEENDDKITQASQSQESEDYSQPSTSSSIIYSSQEDVKEFEREETQDKEESVESSLPLNAIEPCVICQGRPKNGCIVHGKTGHLMACFTCAKKLKKRNKPCPVCRQPIQMIVLTYFP. The peptide is ASFAAYWNLAAPK.